This data is from TCR-epitope binding with 47,182 pairs between 192 epitopes and 23,139 TCRs. The task is: Binary Classification. Given a T-cell receptor sequence (or CDR3 region) and an epitope sequence, predict whether binding occurs between them. (1) The epitope is GTITSGWTF. The TCR CDR3 sequence is CASSPTVGVTDTQYF. Result: 0 (the TCR does not bind to the epitope). (2) Result: 1 (the TCR binds to the epitope). The TCR CDR3 sequence is CASSLAGPETQYF. The epitope is SLVKPSFYV. (3) The epitope is FLASKIGRLV. The TCR CDR3 sequence is CASSYSNLPVFSPNQPQHF. Result: 0 (the TCR does not bind to the epitope). (4) The epitope is LLLGIGILV. The TCR CDR3 sequence is CASSFQGVGQPQHF. Result: 1 (the TCR binds to the epitope). (5) The epitope is SLFNTVATLY. The TCR CDR3 sequence is CASSQDWGRAGSTDTQYF. Result: 0 (the TCR does not bind to the epitope).